Dataset: Forward reaction prediction with 1.9M reactions from USPTO patents (1976-2016). Task: Predict the product of the given reaction. (1) The product is: [CH2:21]([C:23]1[S:24][C:25]([CH2:29][N:8]2[CH2:9][C:5]3[C:4]([NH:10][C:11]4[CH:12]=[N:13][C:14]5[C:19]([CH:20]=4)=[CH:18][CH:17]=[CH:16][CH:15]=5)=[N:3][CH:2]=[N:1][C:6]=3[CH2:7]2)=[C:26]([CH3:28])[N:27]=1)[CH3:22]. Given the reactants [N:1]1[C:6]2[CH2:7][NH:8][CH2:9][C:5]=2[C:4]([NH:10][C:11]2[CH:12]=[N:13][C:14]3[C:19]([CH:20]=2)=[CH:18][CH:17]=[CH:16][CH:15]=3)=[N:3][CH:2]=1.[CH2:21]([C:23]1[S:24][C:25]([CH:29]=O)=[C:26]([CH3:28])[N:27]=1)[CH3:22].ClCCCl.CO.C(O[BH-](OC(=O)C)OC(=O)C)(=O)C.[Na+], predict the reaction product. (2) The product is: [F:1][C:2]([F:45])([F:44])[C:3]1[CH:4]=[C:5]([CH:37]=[C:38]([C:40]([F:43])([F:42])[F:41])[CH:39]=1)[CH2:6][N:7]([CH2:25][C:26]1[CH:31]=[C:30]([O:32][CH3:33])[C:29]([O:34][CH3:35])=[CH:28][C:27]=1[C:50]1[CH:51]=[C:52]([CH:53]([CH3:55])[CH3:54])[C:47]([F:46])=[CH:48][C:49]=1[O:59][CH3:60])[C:8]1[N:13]=[CH:12][C:11]([O:14][CH2:15][CH2:16][CH2:17][C:18]([O:20][C:21]([CH3:24])([CH3:23])[CH3:22])=[O:19])=[CH:10][N:9]=1. Given the reactants [F:1][C:2]([F:45])([F:44])[C:3]1[CH:4]=[C:5]([CH:37]=[C:38]([C:40]([F:43])([F:42])[F:41])[CH:39]=1)[CH2:6][N:7]([CH2:25][C:26]1[CH:31]=[C:30]([O:32][CH3:33])[C:29]([O:34][CH3:35])=[CH:28][C:27]=1Br)[C:8]1[N:13]=[CH:12][C:11]([O:14][CH2:15][CH2:16][CH2:17][C:18]([O:20][C:21]([CH3:24])([CH3:23])[CH3:22])=[O:19])=[CH:10][N:9]=1.[F:46][C:47]1[C:52]([CH:53]([CH3:55])[CH3:54])=[CH:51][C:50](B(O)O)=[C:49]([O:59][CH3:60])[CH:48]=1.C(=O)([O-])[O-].[Cs+].[Cs+].C(OCC)(=O)C, predict the reaction product. (3) Given the reactants [OH:1][C:2]1[CH:7]=[C:6]([OH:8])[CH:5]=[CH:4][C:3]=1[C:9](=[O:13])[CH:10]([CH3:12])[CH3:11].IC.[C:16]([O-])([O-])=O.[Cs+].[Cs+], predict the reaction product. The product is: [OH:1][C:2]1[CH:7]=[C:6]([O:8][CH3:16])[CH:5]=[CH:4][C:3]=1[C:9](=[O:13])[CH:10]([CH3:11])[CH3:12]. (4) The product is: [NH2:1][C:2]1[N:3]=[CH:4][C:5]([C:8]2[C:9]([F:19])=[C:10]([C:11]([CH:14]3[CH2:15][CH2:16][CH2:17]3)=[CH:12][CH:13]=2)[O:18][C:21]2[N:26]=[C:25]([C:27]#[N:28])[CH:24]=[CH:23][N:22]=2)=[N:6][CH:7]=1. Given the reactants [NH2:1][C:2]1[N:3]=[CH:4][C:5]([C:8]2[C:9]([F:19])=[C:10]([OH:18])[C:11]([CH:14]3[CH2:17][CH2:16][CH2:15]3)=[CH:12][CH:13]=2)=[N:6][CH:7]=1.Cl[C:21]1[N:26]=[C:25]([C:27]#[N:28])[CH:24]=[CH:23][N:22]=1, predict the reaction product.